This data is from Reaction yield outcomes from USPTO patents with 853,638 reactions. The task is: Predict the reaction yield, written as a fraction of the theoretical maximum amount of product (1.0 means a 100% yield; for example, 0.34 means a 34% yield). (1) The reactants are [Cl:1][C:2]1[CH:7]=[C:6]([Cl:8])[CH:5]=[CH:4][C:3]=1[NH:9][CH2:10][C:11]([CH3:13])=O.[N:14]1([N:14]2[CH2:19][CH2:18][CH2:17][CH2:16][CH2:15]2)[CH2:19][CH2:18][C:17](=[O:21])[CH2:16][C:15]1=[O:21].O.[C:29]1(C)[CH:34]=[CH:33][C:32](S(O)(=O)=O)=[CH:31][CH:30]=1.C1(C)C=CC=CC=1. The catalyst is O. The product is [CH:29]1([N:14]2[CH2:19][CH2:18][C:17]3[N:9]([C:3]4[CH:4]=[CH:5][C:6]([Cl:8])=[CH:7][C:2]=4[Cl:1])[CH:10]=[C:11]([CH3:13])[C:16]=3[C:15]2=[O:21])[CH2:34][CH2:33][CH2:32][CH2:31][CH2:30]1. The yield is 0.0800. (2) No catalyst specified. The reactants are [C:1]([CH2:9][NH:10][CH2:11][C:12]1[CH:13]=[C:14]([C:18]2[CH:23]=[CH:22][C:21]([CH2:24][C@H:25]([NH:30][C:31]([CH3:41])=[CH:32][C:33](=[O:40])[C:34]3[CH:39]=[CH:38][CH:37]=[CH:36][CH:35]=3)[C:26]([O:28][CH3:29])=[O:27])=[CH:20][CH:19]=2)[CH:15]=[CH:16][CH:17]=1)(=[O:8])[C:2]1[CH:7]=[CH:6][CH:5]=[CH:4][CH:3]=1.NC(CC1C=CC(C2C=CC=C(CNCC(=O)C3C=CC=CC=3)C=2)=CC=1)C(OC)=O. The yield is 0.660. The product is [C:1]([CH2:9][NH:10][CH2:11][C:12]1[CH:13]=[C:14]([C:18]2[CH:23]=[CH:22][C:21]([CH2:24][CH:25]([NH:30][C:31]([CH3:41])=[CH:32][C:33](=[O:40])[C:34]3[CH:39]=[CH:38][CH:37]=[CH:36][CH:35]=3)[C:26]([O:28][CH3:29])=[O:27])=[CH:20][CH:19]=2)[CH:15]=[CH:16][CH:17]=1)(=[O:8])[C:2]1[CH:7]=[CH:6][CH:5]=[CH:4][CH:3]=1.